This data is from Reaction yield outcomes from USPTO patents with 853,638 reactions. The task is: Predict the reaction yield, written as a fraction of the theoretical maximum amount of product (1.0 means a 100% yield; for example, 0.34 means a 34% yield). (1) The reactants are [O:1]=[C:2]1[N:8]2[CH2:9][C@H:4]([C:5]3[CH:16]=[N:15][NH:14][C:6]=3[C@H:7]2[C:10]([O:12][CH3:13])=[O:11])[N:3]1[O:17][CH2:18][C:19]1[CH:24]=[CH:23][CH:22]=[CH:21][CH:20]=1.O=C(Cl)[O:27][C:28](Cl)(Cl)Cl.[NH3:33]. The catalyst is ClCCl. The product is [NH2:33][C:28]([N:15]1[CH:16]=[C:5]2[C:6]([C@@H:7]([C:10]([O:12][CH3:13])=[O:11])[N:8]3[CH2:9][C@H:4]2[N:3]([O:17][CH2:18][C:19]2[CH:24]=[CH:23][CH:22]=[CH:21][CH:20]=2)[C:2]3=[O:1])=[N:14]1)=[O:27]. The yield is 0.150. (2) The reactants are C(N)C1C=CC=CC=1.[CH:9]1([CH2:12][NH2:13])[CH2:11][CH2:10]1.[F:14][C:15]1[CH:37]=[CH:36][C:18]([CH2:19][N:20]2[CH2:24][CH2:23][N:22]([C:25]3[CH:26]=[C:27]([CH:32]=[CH:33][N:34]=3)[C:28](OC)=[O:29])[C:21]2=[O:35])=[CH:17][CH:16]=1. No catalyst specified. The product is [CH:9]1([CH2:12][NH:13][C:28](=[O:29])[C:27]2[CH:32]=[CH:33][N:34]=[C:25]([N:22]3[CH2:23][CH2:24][N:20]([CH2:19][C:18]4[CH:17]=[CH:16][C:15]([F:14])=[CH:37][CH:36]=4)[C:21]3=[O:35])[CH:26]=2)[CH2:11][CH2:10]1. The yield is 0.540. (3) The reactants are [CH3:1][O:2][C:3]([C:5]1[S:6][C:7]([C:12]([OH:14])=O)=[CH:8][C:9]=1[CH2:10][CH3:11])=[O:4].C(N(CC)CC)C.CN(C(ON1N=NC2C=CC=CC1=2)=[N+](C)C)C.F[P-](F)(F)(F)(F)F.C1C=CC2N(O)N=NC=2C=1.[NH:56]1[C:64]2[C:59](=[C:60]([CH2:65][NH2:66])[CH:61]=[CH:62][CH:63]=2)[CH:58]=[N:57]1. The catalyst is CN(C=O)C. The product is [CH3:1][O:2][C:3]([C:5]1[S:6][C:7]([C:12](=[O:14])[NH:66][CH2:65][C:60]2[CH:61]=[CH:62][CH:63]=[C:64]3[C:59]=2[CH:58]=[N:57][NH:56]3)=[CH:8][C:9]=1[CH2:10][CH3:11])=[O:4]. The yield is 0.460.